From a dataset of Forward reaction prediction with 1.9M reactions from USPTO patents (1976-2016). Predict the product of the given reaction. Given the reactants [F:1][C:2]1[CH:3]=[C:4]2[C:8](=[CH:9][CH:10]=1)[NH:7][C:6](=[O:11])[CH2:5]2.C[Si]([N-][Si](C)(C)C)(C)C.[Li+].[N:22]1[CH:27]=[CH:26][CH:25]=[C:24]2[C:28](=O)[O:29][CH2:30][C:23]=12.Cl, predict the reaction product. The product is: [F:1][C:2]1[CH:3]=[C:4]2[C:8](=[CH:9][CH:10]=1)[NH:7][C:6](=[O:11])[C:5]2=[C:28]1[C:24]2[C:23](=[N:22][CH:27]=[CH:26][CH:25]=2)[CH2:30][O:29]1.